Dataset: Catalyst prediction with 721,799 reactions and 888 catalyst types from USPTO. Task: Predict which catalyst facilitates the given reaction. Reactant: COC1C=C(OC)C=CC=1C[N:6]([C:32]1[CH:37]=[CH:36][N:35]=[CH:34][N:33]=1)[S:7]([C:10]1[CH:15]=[CH:14][C:13]([O:16][C@H:17]2[CH2:22][CH2:21][CH2:20][CH2:19][C@@H:18]2[C:23]2[N:27]([CH2:28][CH3:29])[N:26]=[CH:25][CH:24]=2)=[C:12]([F:30])[C:11]=1[F:31])(=[O:9])=[O:8].C([SiH](CC)CC)C.FC(F)(F)C(O)=O. Product: [CH2:28]([N:27]1[C:23]([C@H:18]2[CH2:19][CH2:20][CH2:21][CH2:22][C@@H:17]2[O:16][C:13]2[CH:14]=[CH:15][C:10]([S:7]([NH:6][C:32]3[CH:37]=[CH:36][N:35]=[CH:34][N:33]=3)(=[O:8])=[O:9])=[C:11]([F:31])[C:12]=2[F:30])=[CH:24][CH:25]=[N:26]1)[CH3:29]. The catalyst class is: 4.